From a dataset of NCI-60 drug combinations with 297,098 pairs across 59 cell lines. Regression. Given two drug SMILES strings and cell line genomic features, predict the synergy score measuring deviation from expected non-interaction effect. (1) Drug 1: COC1=C(C=C2C(=C1)N=CN=C2NC3=CC(=C(C=C3)F)Cl)OCCCN4CCOCC4. Drug 2: C(CCl)NC(=O)N(CCCl)N=O. Cell line: SNB-75. Synergy scores: CSS=29.3, Synergy_ZIP=-0.945, Synergy_Bliss=4.44, Synergy_Loewe=-7.96, Synergy_HSA=3.38. (2) Drug 1: C1=CC(=CC=C1CCC2=CNC3=C2C(=O)NC(=N3)N)C(=O)NC(CCC(=O)O)C(=O)O. Drug 2: CCC1=C2CN3C(=CC4=C(C3=O)COC(=O)C4(CC)O)C2=NC5=C1C=C(C=C5)O. Cell line: NCI/ADR-RES. Synergy scores: CSS=19.9, Synergy_ZIP=-8.47, Synergy_Bliss=-1.83, Synergy_Loewe=-0.180, Synergy_HSA=1.56. (3) Drug 1: CC12CCC(CC1=CCC3C2CCC4(C3CC=C4C5=CN=CC=C5)C)O. Drug 2: C1C(C(OC1N2C=C(C(=O)NC2=O)F)CO)O. Cell line: IGROV1. Synergy scores: CSS=33.9, Synergy_ZIP=-3.28, Synergy_Bliss=3.23, Synergy_Loewe=-26.1, Synergy_HSA=4.93.